Task: Regression. Given two drug SMILES strings and cell line genomic features, predict the synergy score measuring deviation from expected non-interaction effect.. Dataset: NCI-60 drug combinations with 297,098 pairs across 59 cell lines (1) Drug 1: CC1C(C(CC(O1)OC2CC(CC3=C2C(=C4C(=C3O)C(=O)C5=C(C4=O)C(=CC=C5)OC)O)(C(=O)C)O)N)O.Cl. Drug 2: C1CN1P(=S)(N2CC2)N3CC3. Cell line: MOLT-4. Synergy scores: CSS=84.9, Synergy_ZIP=0.823, Synergy_Bliss=-2.78, Synergy_Loewe=-3.28, Synergy_HSA=-0.211. (2) Drug 1: CC1=C(C=C(C=C1)NC2=NC=CC(=N2)N(C)C3=CC4=NN(C(=C4C=C3)C)C)S(=O)(=O)N.Cl. Drug 2: CS(=O)(=O)OCCCCOS(=O)(=O)C. Cell line: HT29. Synergy scores: CSS=5.00, Synergy_ZIP=0.0392, Synergy_Bliss=-1.65, Synergy_Loewe=-6.96, Synergy_HSA=-6.51. (3) Drug 1: CC1C(C(CC(O1)OC2CC(OC(C2O)C)OC3=CC4=CC5=C(C(=O)C(C(C5)C(C(=O)C(C(C)O)O)OC)OC6CC(C(C(O6)C)O)OC7CC(C(C(O7)C)O)OC8CC(C(C(O8)C)O)(C)O)C(=C4C(=C3C)O)O)O)O. Drug 2: C1CN(P(=O)(OC1)NCCCl)CCCl. Cell line: HCC-2998. Synergy scores: CSS=50.7, Synergy_ZIP=3.12, Synergy_Bliss=6.00, Synergy_Loewe=-42.4, Synergy_HSA=1.29. (4) Cell line: PC-3. Drug 2: C(CN)CNCCSP(=O)(O)O. Drug 1: CC1=C2C(C(=O)C3(C(CC4C(C3C(C(C2(C)C)(CC1OC(=O)C(C(C5=CC=CC=C5)NC(=O)OC(C)(C)C)O)O)OC(=O)C6=CC=CC=C6)(CO4)OC(=O)C)O)C)O. Synergy scores: CSS=11.7, Synergy_ZIP=-0.697, Synergy_Bliss=-0.922, Synergy_Loewe=8.41, Synergy_HSA=0.584. (5) Drug 1: C1=CC(=CC=C1CC(C(=O)O)N)N(CCCl)CCCl.Cl. Drug 2: C1CN(P(=O)(OC1)NCCCl)CCCl. Cell line: UO-31. Synergy scores: CSS=7.55, Synergy_ZIP=1.58, Synergy_Bliss=2.43, Synergy_Loewe=1.72, Synergy_HSA=2.35. (6) Drug 1: CN1C(=O)N2C=NC(=C2N=N1)C(=O)N. Drug 2: C1CC(=O)NC(=O)C1N2C(=O)C3=CC=CC=C3C2=O. Cell line: SK-MEL-5. Synergy scores: CSS=0.180, Synergy_ZIP=0.458, Synergy_Bliss=1.20, Synergy_Loewe=0.0725, Synergy_HSA=-1.61.